From a dataset of hERG potassium channel inhibition data for cardiac toxicity prediction from Karim et al.. Regression/Classification. Given a drug SMILES string, predict its toxicity properties. Task type varies by dataset: regression for continuous values (e.g., LD50, hERG inhibition percentage) or binary classification for toxic/non-toxic outcomes (e.g., AMES mutagenicity, cardiotoxicity, hepatotoxicity). Dataset: herg_karim. (1) The drug is Nc1nccc(Oc2ccc(NC(=O)c3c[nH]cc(-c4ccc(F)cc4)c3=O)cc2F)c1Cl. The result is 0 (non-blocker). (2) The result is 1 (blocker). The compound is C=C[C@@H]1C[C@H]2CC[C@@H]1C[C@H]2[C@@H](O)c1ccc(N)c2ccc(OC)cc12.